The task is: Regression. Given a peptide amino acid sequence and an MHC pseudo amino acid sequence, predict their binding affinity value. This is MHC class I binding data.. This data is from Peptide-MHC class I binding affinity with 185,985 pairs from IEDB/IMGT. (1) The peptide sequence is VVLQQHSIA. The MHC is HLA-A68:02 with pseudo-sequence HLA-A68:02. The binding affinity (normalized) is 0. (2) The peptide sequence is RWMCLRRFI. The MHC is Patr-A0901 with pseudo-sequence Patr-A0901. The binding affinity (normalized) is 0.781. (3) The peptide sequence is FIRDCSVAL. The MHC is HLA-B39:01 with pseudo-sequence HLA-B39:01. The binding affinity (normalized) is 0.611.